From a dataset of Forward reaction prediction with 1.9M reactions from USPTO patents (1976-2016). Predict the product of the given reaction. (1) Given the reactants [Br:1][C:2]1[N:7]=[CH:6][C:5]([NH2:8])=[CH:4][CH:3]=1.Cl[C:10]1[CH:18]=[CH:17][C:16]([Cl:19])=[CH:15][C:11]=1[C:12]([OH:14])=[O:13].O, predict the reaction product. The product is: [Br:1][C:2]1[N:7]=[CH:6][C:5]([NH:8][C:10]2[CH:18]=[CH:17][C:16]([Cl:19])=[CH:15][C:11]=2[C:12]([OH:14])=[O:13])=[CH:4][CH:3]=1. (2) Given the reactants [C:1]([O:4][CH2:5][CH:6]1[CH2:10][CH2:9][N:8]([C:11]2[C:16](/[CH:17]=[C:18](\[CH3:22])/[C:19](O)=[O:20])=[CH:15][C:14]([C:23]3[CH:28]=[CH:27][C:26]([O:29][CH2:30][CH2:31][O:32][CH2:33][CH2:34][CH2:35][CH3:36])=[CH:25][CH:24]=3)=[CH:13][N:12]=2)[CH2:7]1)(=[O:3])[CH3:2].CN(C=O)C.C(Cl)(=O)C(Cl)=O.[CH2:48]([N:51]1[CH:55]=[N:54][N:53]=[C:52]1[CH2:56][S:57][C:58]1[CH:64]=[CH:63][C:61]([NH2:62])=[CH:60][CH:59]=1)[CH2:49][CH3:50], predict the reaction product. The product is: [C:1]([O:4][CH2:5][CH:6]1[CH2:10][CH2:9][N:8]([C:11]2[C:16](/[CH:17]=[C:18](\[CH3:22])/[C:19]([NH:62][C:61]3[CH:63]=[CH:64][C:58]([S:57][CH2:56][C:52]4[N:51]([CH2:48][CH2:49][CH3:50])[CH:55]=[N:54][N:53]=4)=[CH:59][CH:60]=3)=[O:20])=[CH:15][C:14]([C:23]3[CH:24]=[CH:25][C:26]([O:29][CH2:30][CH2:31][O:32][CH2:33][CH2:34][CH2:35][CH3:36])=[CH:27][CH:28]=3)=[CH:13][N:12]=2)[CH2:7]1)(=[O:3])[CH3:2].